The task is: Predict the reactants needed to synthesize the given product.. This data is from Full USPTO retrosynthesis dataset with 1.9M reactions from patents (1976-2016). (1) Given the product [C:73]([O:77][C:78](=[O:98])[NH:79][C:80]1[C:89]2[C:84](=[CH:85][CH:86]=[CH:87][CH:88]=2)[C:83]([O:90][C:91]2[CH:96]=[CH:95][N:94]=[C:93]([NH:60][C:59]3[CH:61]=[C:62]([O:64][CH2:65][CH2:66][N:67]4[CH2:68][CH2:69][O:70][CH2:71][CH2:72]4)[CH:63]=[C:57]([C:55]#[CH:56])[CH:58]=3)[N:92]=2)=[CH:82][CH:81]=1)([CH3:76])([CH3:74])[CH3:75], predict the reactants needed to synthesize it. The reactants are: C1C=CC(P(C2C(C3C(P(C4C=CC=CC=4)C4C=CC=CC=4)=CC=C4C=3C=CC=C4)=C3C(C=CC=C3)=CC=2)C2C=CC=CC=2)=CC=1.N#N.C(=O)([O-])[O-].[Cs+].[Cs+].[C:55]([C:57]1[CH:58]=[C:59]([CH:61]=[C:62]([O:64][CH2:65][CH2:66][N:67]2[CH2:72][CH2:71][O:70][CH2:69][CH2:68]2)[CH:63]=1)[NH2:60])#[CH:56].[C:73]([O:77][C:78](=[O:98])[NH:79][C:80]1[C:89]2[C:84](=[CH:85][CH:86]=[CH:87][CH:88]=2)[C:83]([O:90][C:91]2[CH:96]=[CH:95][N:94]=[C:93](Cl)[N:92]=2)=[CH:82][CH:81]=1)([CH3:76])([CH3:75])[CH3:74]. (2) Given the product [O:15]1[C:4]2[CH:3]=[CH:2][CH:1]=[CH:6][C:5]=2[CH:7]=[CH:8][NH:16]1, predict the reactants needed to synthesize it. The reactants are: [CH:1]1[CH:6]=[C:5]([CH2:7][C:8]2C(O)=CC=CC=2)[C:4]([OH:15])=[CH:3][CH:2]=1.[NH2:16]C1C=CC=CC=1.C1(O)C=CC=CC=1.NC(N)(C1C=CC=CC=1)C1C=CC=CC=1.C1(O)C=CC=CC=1.NC1C=CC=CC=1. (3) Given the product [O:29]=[C:25]1[CH2:24][CH2:23][CH2:22][C:21]2[C:20]([CH2:30][CH2:31][C:32]3[CH:33]=[CH:34][CH:35]=[CH:36][CH:37]=3)=[C:19]([O:1][CH2:2][CH2:3][C:4]3[N:8]([CH2:9][C:10]4[CH:17]=[CH:16][C:13]([C:14]#[N:15])=[CH:12][CH:11]=4)[CH:7]=[N:6][CH:5]=3)[CH:28]=[CH:27][C:26]1=2, predict the reactants needed to synthesize it. The reactants are: [OH:1][CH2:2][CH2:3][C:4]1[N:8]([CH2:9][C:10]2[CH:17]=[CH:16][C:13]([C:14]#[N:15])=[CH:12][CH:11]=2)[CH:7]=[N:6][CH:5]=1.O[C:19]1[C:20]([CH2:30][CH2:31][C:32]2[CH:37]=[CH:36][CH:35]=[CH:34][CH:33]=2)=[C:21]2[C:26](=[CH:27][CH:28]=1)[C:25](=[O:29])[CH2:24][CH2:23][CH2:22]2.C1(P(C2C=CC=CC=2)C2C=CC=CC=2)C=CC=CC=1.N(C(OC(C)C)=O)=NC(OC(C)C)=O. (4) Given the product [C:9]1([C:6]2[N:5]=[CH:4][C:3]([CH2:2][C:18]3[C:19]4[C:24](=[CH:23][CH:22]=[CH:21][CH:20]=4)[CH:15]=[N:16][CH:17]=3)=[CH:8][N:7]=2)[CH:14]=[CH:13][CH:12]=[CH:11][CH:10]=1, predict the reactants needed to synthesize it. The reactants are: Br[CH2:2][C:3]1[CH:4]=[N:5][C:6]([C:9]2[CH:14]=[CH:13][CH:12]=[CH:11][CH:10]=2)=[N:7][CH:8]=1.[CH:15]1[C:24]2[C:19](=[CH:20][CH:21]=[CH:22][CH:23]=2)[C:18](B(O)O)=[CH:17][N:16]=1. (5) The reactants are: [CH3:1][O:2][C:3]1[CH:4]=[C:5]([NH:11][C:12]2[C:13]3[N:29]=[CH:28][S:27][C:14]=3[N:15]=[C:16]([N:18]3[CH2:23][CH2:22][CH2:21][CH:20]([C:24]([OH:26])=O)[CH2:19]3)[N:17]=2)[CH:6]=[CH:7][C:8]=1[O:9][CH3:10].[NH2:30][C:31]1[CH:32]=[C:33]2[C:37](=[CH:38][CH:39]=1)[NH:36][C:35](=[O:40])[CH2:34]2.CN1C=CN=C1.CCN=C=NCCCN(C)C. Given the product [CH3:1][O:2][C:3]1[CH:4]=[C:5]([NH:11][C:12]2[C:13]3[N:29]=[CH:28][S:27][C:14]=3[N:15]=[C:16]([N:18]3[CH2:23][CH2:22][CH2:21][CH:20]([C:24]([NH:30][C:31]4[CH:32]=[C:33]5[C:37](=[CH:38][CH:39]=4)[NH:36][C:35](=[O:40])[CH2:34]5)=[O:26])[CH2:19]3)[N:17]=2)[CH:6]=[CH:7][C:8]=1[O:9][CH3:10], predict the reactants needed to synthesize it. (6) Given the product [CH:23]1([CH:22]=[C:21]([C:11]2[NH:10][C:14]3=[N:15][CH:16]=[C:17]([O:19][CH3:20])[CH:18]=[C:13]3[CH:12]=2)[C:28]2[CH:33]=[CH:32][C:31]([C:34]([F:37])([F:35])[F:36])=[CH:30][CH:29]=2)[CH2:27][CH2:26][CH2:25][CH2:24]1, predict the reactants needed to synthesize it. The reactants are: C1(S([N:10]2[C:14]3=[N:15][CH:16]=[C:17]([O:19][CH3:20])[CH:18]=[C:13]3[CH:12]=[C:11]2[C:21]([C:28]2[CH:33]=[CH:32][C:31]([C:34]([F:37])([F:36])[F:35])=[CH:30][CH:29]=2)=[CH:22][CH:23]2[CH2:27][CH2:26][CH2:25][CH2:24]2)(=O)=O)C=CC=CC=1.[F-].C([N+](CCCC)(CCCC)CCCC)CCC. (7) Given the product [CH3:1][O:2][C:3]1[N:4]=[CH:5][C:6]([C:9]([Cl:15])=[O:11])=[N:7][CH:8]=1, predict the reactants needed to synthesize it. The reactants are: [CH3:1][O:2][C:3]1[N:4]=[CH:5][C:6]([C:9]([OH:11])=O)=[N:7][CH:8]=1.C(Cl)(=O)C([Cl:15])=O. (8) Given the product [CH3:36][C:32]1([CH3:37])[CH2:31][N:30]([CH3:29])[CH2:35][CH2:34][N:33]1[C:19]([C:17]1[CH:18]=[C:11]2[CH2:10][N:9]([C:7]([O:6][CH2:5][C:4]3[CH:22]=[C:23]([C:25]([F:26])([F:27])[F:28])[CH:24]=[C:2]([Cl:1])[CH:3]=3)=[O:8])[CH2:15][CH2:14][CH2:13][N:12]2[N:16]=1)=[O:21], predict the reactants needed to synthesize it. The reactants are: [Cl:1][C:2]1[CH:3]=[C:4]([CH:22]=[C:23]([C:25]([F:28])([F:27])[F:26])[CH:24]=1)[CH2:5][O:6][C:7]([N:9]1[CH2:15][CH2:14][CH2:13][N:12]2[N:16]=[C:17]([C:19]([OH:21])=O)[CH:18]=[C:11]2[CH2:10]1)=[O:8].[CH3:29][N:30]1[CH2:35][CH2:34][NH:33][C:32]([CH3:37])([CH3:36])[CH2:31]1. (9) Given the product [Br:1][C:2]1[CH:3]=[CH:4][C:5]([CH2:6][CH:7]2[C:11](=[O:12])[CH:10]=[C:9]([OH:13])[CH2:8]2)=[CH:18][CH:19]=1, predict the reactants needed to synthesize it. The reactants are: [Br:1][C:2]1[CH:19]=[CH:18][C:5]([CH2:6][CH:7]2[C:11](=[O:12])[CH:10]=[C:9]([O:13]CC(C)C)[CH2:8]2)=[CH:4][CH:3]=1. (10) Given the product [C:16]1([C:14]2[CH:13]=[C:12]3[N:11]([CH2:10][CH2:9][C:22]3=[O:24])[CH:15]=2)[CH:17]=[CH:18][CH:19]=[CH:20][CH:21]=1, predict the reactants needed to synthesize it. The reactants are: C([O-])(=O)C.[Na+].C([CH2:9][CH2:10][N:11]1[CH:15]=[C:14]([C:16]2[CH:21]=[CH:20][CH:19]=[CH:18][CH:17]=2)[CH:13]=[C:12]1[C:22]([OH:24])=O)(O)=O.